Dataset: Full USPTO retrosynthesis dataset with 1.9M reactions from patents (1976-2016). Task: Predict the reactants needed to synthesize the given product. (1) Given the product [F:20][C:21]1[CH:22]=[CH:23][C:24]([NH:27][C:28]2[C:36]3[C:31](=[CH:32][CH:33]=[C:34]([NH:37][C:15]([C:14]4[CH:9]([C:4]5[CH:5]=[CH:6][C:7]([F:8])=[C:2]([F:1])[CH:3]=5)[NH:10][C:11](=[O:19])[NH:12][C:13]=4[CH3:18])=[O:17])[CH:35]=3)[NH:30][N:29]=2)=[CH:25][CH:26]=1, predict the reactants needed to synthesize it. The reactants are: [F:1][C:2]1[CH:3]=[C:4]([CH:9]2[C:14]([C:15]([OH:17])=O)=[C:13]([CH3:18])[NH:12][C:11](=[O:19])[NH:10]2)[CH:5]=[CH:6][C:7]=1[F:8].[F:20][C:21]1[CH:26]=[CH:25][C:24]([NH:27][C:28]2[C:36]3[C:31](=[CH:32][CH:33]=[C:34]([NH2:37])[CH:35]=3)[NH:30][N:29]=2)=[CH:23][CH:22]=1.C1CN([P+](Br)(N2CCCC2)N2CCCC2)CC1.F[P-](F)(F)(F)(F)F.C(N(C(C)C)CC)(C)C. (2) The reactants are: [CH2:1]([O:5][C:6]1[CH:11]=[C:10](/[CH:12]=[C:13](\[O:18][CH2:19][CH3:20])/[C:14]([O:16]C)=[O:15])[CH:9]=[CH:8][C:7]=1[C:21]1[CH:26]=[CH:25][CH:24]=[C:23]([N:27]([CH3:39])[C:28]([NH:30][CH2:31][CH2:32][C:33]2[CH:38]=[CH:37][CH:36]=[CH:35][CH:34]=2)=[O:29])[CH:22]=1)[CH2:2][CH2:3][CH3:4].O1CCCC1.CO.O.O.[OH-].[Li+]. Given the product [CH2:1]([O:5][C:6]1[CH:11]=[C:10](/[CH:12]=[C:13](\[O:18][CH2:19][CH3:20])/[C:14]([OH:16])=[O:15])[CH:9]=[CH:8][C:7]=1[C:21]1[CH:26]=[CH:25][CH:24]=[C:23]([N:27]([CH3:39])[C:28]([NH:30][CH2:31][CH2:32][C:33]2[CH:34]=[CH:35][CH:36]=[CH:37][CH:38]=2)=[O:29])[CH:22]=1)[CH2:2][CH2:3][CH3:4], predict the reactants needed to synthesize it. (3) Given the product [N:14]1([CH2:13][CH2:12][N:1]2[C:9]3[C:4](=[CH:5][CH:6]=[CH:7][CH:8]=3)[CH:3]=[CH:2]2)[CH2:19][CH2:18][CH2:17][CH2:16][CH2:15]1, predict the reactants needed to synthesize it. The reactants are: [NH:1]1[C:9]2[C:4](=[CH:5][CH:6]=[CH:7][CH:8]=2)[CH:3]=[CH:2]1.Cl.Cl[CH2:12][CH2:13][N:14]1[CH2:19][CH2:18][CH2:17][CH2:16][CH2:15]1.